From a dataset of Full USPTO retrosynthesis dataset with 1.9M reactions from patents (1976-2016). Predict the reactants needed to synthesize the given product. Given the product [C:1]([O:5][C:6]([N:8]1[CH2:13][CH2:12][CH:11]([O:14][C:15]2[CH:24]=[C:23]([S:25][CH3:26])[CH:22]=[CH:21][C:16]=2[C:17]([OH:19])=[O:18])[CH2:10][CH2:9]1)=[O:7])([CH3:4])([CH3:3])[CH3:2], predict the reactants needed to synthesize it. The reactants are: [C:1]([O:5][C:6]([N:8]1[CH2:13][CH2:12][CH:11]([O:14][C:15]2[CH:24]=[C:23]([S:25][CH3:26])[CH:22]=[CH:21][C:16]=2[C:17]([O:19]C)=[O:18])[CH2:10][CH2:9]1)=[O:7])([CH3:4])([CH3:3])[CH3:2].